From a dataset of Forward reaction prediction with 1.9M reactions from USPTO patents (1976-2016). Predict the product of the given reaction. (1) Given the reactants Br[C:2]1[CH:7]=[CH:6][C:5]([C:8]2[C:12]3[CH2:13][C:14]4[S:15][CH:16]=[CH:17][C:18]=4[C:11]=3[N:10]([CH2:19][O:20][CH2:21][CH2:22][Si:23]([CH3:26])([CH3:25])[CH3:24])[N:9]=2)=[CH:4][CH:3]=1.[C:27]([NH2:30])(=[O:29])[CH3:28].C([O-])([O-])=O.[Cs+].[Cs+].CC1(C)C2C(=C(P(C3C=CC=CC=3)C3C=CC=CC=3)C=CC=2)OC2C(P(C3C=CC=CC=3)C3C=CC=CC=3)=CC=CC1=2, predict the reaction product. The product is: [CH3:24][Si:23]([CH3:26])([CH3:25])[CH2:22][CH2:21][O:20][CH2:19][N:10]1[C:11]2[C:18]3[CH:17]=[CH:16][S:15][C:14]=3[CH2:13][C:12]=2[C:8]([C:5]2[CH:6]=[CH:7][C:2]([NH:30][C:27](=[O:29])[CH3:28])=[CH:3][CH:4]=2)=[N:9]1. (2) Given the reactants [NH2:1][C:2]1[CH:18]=[CH:17][C:5]2[N:6]([CH2:15][CH3:16])[C:7](=[O:14])[CH:8]([N:11]([CH3:13])[CH3:12])[CH2:9][CH2:10][C:4]=2[C:3]=1[O:19][CH3:20].Cl[C:22]1[N:27]=[C:26]([NH:28][C:29]2[CH:34]=[CH:33][CH:32]=[CH:31][C:30]=2[S:35]([N:38]([CH3:40])[CH3:39])(=[O:37])=[O:36])[C:25]([Cl:41])=[CH:24][N:23]=1, predict the reaction product. The product is: [Cl:41][C:25]1[C:26]([NH:28][C:29]2[CH:34]=[CH:33][CH:32]=[CH:31][C:30]=2[S:35]([N:38]([CH3:40])[CH3:39])(=[O:37])=[O:36])=[N:27][C:22]([NH:1][C:2]2[CH:18]=[CH:17][C:5]3[N:6]([CH2:15][CH3:16])[C:7](=[O:14])[CH:8]([N:11]([CH3:12])[CH3:13])[CH2:9][CH2:10][C:4]=3[C:3]=2[O:19][CH3:20])=[N:23][CH:24]=1. (3) Given the reactants [Cl:1][C:2]1[CH:3]=[C:4]([C:8]2[CH:16]=[CH:15][CH:14]=[C:13]3[C:9]=2[CH2:10][C:11](=[O:17])[NH:12]3)[CH:5]=[CH:6][CH:7]=1.[CH3:18][C:19]1[C:23]([C:24]([N:26]2[CH2:31][CH2:30][N:29]([CH3:32])[CH2:28][CH2:27]2)=[O:25])=[C:22]([CH3:33])[NH:21][C:20]=1[CH:34]=O, predict the reaction product. The product is: [CH3:18][C:19]1[C:23]([C:24]([N:26]2[CH2:27][CH2:28][N:29]([CH3:32])[CH2:30][CH2:31]2)=[O:25])=[C:22]([CH3:33])[NH:21][C:20]=1[CH:34]=[C:10]1[C:9]2[C:13](=[CH:14][CH:15]=[CH:16][C:8]=2[C:4]2[CH:5]=[CH:6][CH:7]=[C:2]([Cl:1])[CH:3]=2)[NH:12][C:11]1=[O:17]. (4) Given the reactants [CH2:1]([O:4][C:5]1[CH:16]=[CH:15][C:14]([N+:17]([O-])=O)=[CH:13][C:6]=1[C:7]([O:9][CH2:10][CH:11]=[CH2:12])=[O:8])[CH:2]=[CH2:3].C([O-])(O)=O.[Na+], predict the reaction product. The product is: [CH2:1]([O:4][C:5]1[CH:16]=[CH:15][C:14]([NH2:17])=[CH:13][C:6]=1[C:7]([O:9][CH2:10][CH:11]=[CH2:12])=[O:8])[CH:2]=[CH2:3]. (5) The product is: [C:6]([C:14]1[CH:15]=[CH:16][C:11]([C:8]2[CH:9]=[CH:10][CH:5]=[C:6]3[C:7]=2[CH2:17][C:21]([CH3:22])([OH:24])[CH2:19]3)=[CH:12][CH:13]=1)([CH3:19])([CH3:7])[CH3:5]. Given the reactants C([C:5]1[CH:10]=[CH:9][C:8]([C:11]2[CH:16]=[CH:15][CH:14]=[CH:13][CH:12]=2)=[C:7]([CH2:17]Cl)[C:6]=1[CH2:19]Cl)(C)(C)C.[C:21]([O:24]C)(=O)[CH3:22].O, predict the reaction product. (6) The product is: [F:25][C:26]1[CH:33]=[CH:32][C:29]([CH2:30][NH:31][C:21]([C:16]2[N:15]=[C:14]3[C:9]([O:8][CH2:1][C:2]4[CH:7]=[CH:6][CH:5]=[CH:4][CH:3]=4)=[CH:10][CH:11]=[CH:12][N:13]3[C:18](=[O:19])[C:17]=2[OH:20])=[O:22])=[CH:28][CH:27]=1. Given the reactants [CH2:1]([O:8][C:9]1[C:14]2=[N:15][C:16]([C:21](OC)=[O:22])=[C:17]([OH:20])[C:18](=[O:19])[N:13]2[CH:12]=[CH:11][CH:10]=1)[C:2]1[CH:7]=[CH:6][CH:5]=[CH:4][CH:3]=1.[F:25][C:26]1[CH:33]=[CH:32][C:29]([CH2:30][NH2:31])=[CH:28][CH:27]=1, predict the reaction product. (7) Given the reactants [F:1][C@H:2]1[C@@H:7]([O:8][C:9]2[CH:16]=[CH:15][C:14]([C:17]3[N:22]=[C:21]([NH:23][C:24]4[CH:29]=[CH:28][C:27]([N:30]5[CH2:35][CH2:34][N:33]([CH:36]6[CH2:39][O:38][CH2:37]6)[CH2:32][CH2:31]5)=[CH:26][CH:25]=4)[N:20]=[CH:19][N:18]=3)=[CH:13][C:10]=2[C:11]#[N:12])[CH2:6][CH2:5][NH:4][CH2:3]1.CN(C(ON1N=NC2C=CC=NC1=2)=[N+](C)C)C.F[P-](F)(F)(F)(F)F.CCN(C(C)C)C(C)C.[C:73]([NH:76][C@@H:77]([CH3:81])[C:78](O)=[O:79])(=[O:75])[CH3:74], predict the reaction product. The product is: [C:11]([C:10]1[CH:13]=[C:14]([C:17]2[N:22]=[C:21]([NH:23][C:24]3[CH:29]=[CH:28][C:27]([N:30]4[CH2:31][CH2:32][N:33]([CH:36]5[CH2:39][O:38][CH2:37]5)[CH2:34][CH2:35]4)=[CH:26][CH:25]=3)[N:20]=[CH:19][N:18]=2)[CH:15]=[CH:16][C:9]=1[O:8][C@H:7]1[CH2:6][CH2:5][N:4]([C:78](=[O:79])[C@@H:77]([NH:76][C:73](=[O:75])[CH3:74])[CH3:81])[CH2:3][C@H:2]1[F:1])#[N:12]. (8) The product is: [C:3]([C@@:5]([C@H:10]([C:21]1[CH:26]=[CH:25][CH:24]=[CH:23][C:22]=1[O:27][CH3:28])[C:11]1[C:20]2[C:15](=[CH:16][CH:17]=[CH:18][CH:19]=2)[CH:14]=[CH:13][CH:12]=1)([CH2:33][CH2:32][N:31]([CH3:35])[CH3:30])[C:6]([O:8][CH3:9])=[O:7])#[N:4]. Given the reactants [H-].[Na+].[C:3]([CH:5]([CH:10]([C:21]1[CH:26]=[CH:25][CH:24]=[CH:23][C:22]=1[O:27][CH3:28])[C:11]1[C:20]2[C:15](=[CH:16][CH:17]=[CH:18][CH:19]=2)[CH:14]=[CH:13][CH:12]=1)[C:6]([O:8][CH3:9])=[O:7])#[N:4].Cl.[CH3:30][N:31]([CH3:35])[CH2:32][CH2:33]Cl, predict the reaction product. (9) The product is: [CH3:17][O:16][C:10]1[CH:9]=[C:8]([CH:13]=[CH:12][C:11]=1[O:14][CH3:15])[C:6]([C:5]1[CH:4]=[CH:3][C:20]([C:23]2[CH:24]=[CH:27][CH:28]=[CH:29][CH:30]=2)=[CH:19][CH:18]=1)=[O:7]. Given the reactants CO[C:3]1[CH:4]=[C:5]([CH:18]=[CH:19][C:20]=1OC)[C:6]([C:8]1[CH:13]=[CH:12][C:11]([O:14][CH3:15])=[C:10]([O:16][CH3:17])[CH:9]=1)=[O:7].[C:23]1(OC)[C:24](=[CH:27][CH:28]=[CH:29][CH:30]=1)OC.[Cl-].[Al+3].[Cl-].[Cl-].C1(C2C=CC=CC=2)C=CC(C(Cl)=O)=CC=1, predict the reaction product.